Dataset: Catalyst prediction with 721,799 reactions and 888 catalyst types from USPTO. Task: Predict which catalyst facilitates the given reaction. (1) Product: [CH3:14][O:13][C:3]1[CH:4]=[C:5]([N+:10]([O-:12])=[O:11])[C:6]([O:8][CH3:9])=[CH:7][C:2]=1[N:21]1[CH2:22][CH2:23][N:18]([CH:15]([CH3:17])[CH3:16])[CH2:19][CH2:20]1. Reactant: Cl[C:2]1[CH:7]=[C:6]([O:8][CH3:9])[C:5]([N+:10]([O-:12])=[O:11])=[CH:4][C:3]=1[O:13][CH3:14].[CH:15]([N:18]1[CH2:23][CH2:22][NH:21][CH2:20][CH2:19]1)([CH3:17])[CH3:16].C(=O)([O-])[O-].[Cs+].[Cs+].CC1(C)C2C(=C(P(C3C=CC=CC=3)C3C=CC=CC=3)C=CC=2)OC2C(P(C3C=CC=CC=3)C3C=CC=CC=3)=CC=CC1=2. The catalyst class is: 110. (2) Reactant: Cl[C:2]1[C:7]([CH3:8])=[CH:6][N:5]=[C:4]([C:9]([O:11][CH2:12][CH3:13])=[O:10])[CH:3]=1.CC1(C)C(C)(C)[O:18][B:17](B2OC(C)(C)C(C)(C)O2)[O:16]1.C1(P(C2CCCCC2)C2CCCCC2)CCCCC1.C([O-])(=O)C.[K+]. Product: [CH2:12]([O:11][C:9]([C:4]1[CH:3]=[C:2]([B:17]([OH:18])[OH:16])[C:7]([CH3:8])=[CH:6][N:5]=1)=[O:10])[CH3:13]. The catalyst class is: 62. (3) Reactant: CCCC[N+](CCCC)(CCCC)CCCC.[F-].[CH2:19]([O:26][C:27]([N:29]1[CH2:34][CH2:33][CH2:32][C@H:31]([C:35]2[O:36][CH:37]=[C:38]([C:40]3[N:41](S(C4C=CC(C)=CC=4)(=O)=O)[CH:42]=[C:43]([F:45])[CH:44]=3)[N:39]=2)[CH2:30]1)=[O:28])[C:20]1[CH:25]=[CH:24][CH:23]=[CH:22][CH:21]=1. Product: [CH2:19]([O:26][C:27]([N:29]1[CH2:34][CH2:33][CH2:32][C@H:31]([C:35]2[O:36][CH:37]=[C:38]([C:40]3[NH:41][CH:42]=[C:43]([F:45])[CH:44]=3)[N:39]=2)[CH2:30]1)=[O:28])[C:20]1[CH:25]=[CH:24][CH:23]=[CH:22][CH:21]=1. The catalyst class is: 1. (4) Reactant: [F:1][C:2]([F:24])([F:23])[O:3][C:4]1[CH:9]=[CH:8][C:7]([N:10]2[CH:14]=[C:13]([C:15]3[CH:22]=[CH:21][C:18]([CH:19]=O)=[CH:17][CH:16]=3)[N:12]=[CH:11]2)=[CH:6][CH:5]=1.[CH3:25][O:26][C@@H:27]1[C@H:32]([O:33][CH3:34])[C@@H:31]([O:35][CH3:36])[C@H:30]([CH3:37])[O:29][C@H:28]1[O:38][NH2:39]. Product: [CH3:25][O:26][C@@H:27]1[C@H:32]([O:33][CH3:34])[C@@H:31]([O:35][CH3:36])[C@H:30]([CH3:37])[O:29][C@H:28]1[O:38][N:39]=[CH:19][C:18]1[CH:21]=[CH:22][C:15]([C:13]2[N:12]=[CH:11][N:10]([C:7]3[CH:8]=[CH:9][C:4]([O:3][C:2]([F:23])([F:1])[F:24])=[CH:5][CH:6]=3)[CH:14]=2)=[CH:16][CH:17]=1. The catalyst class is: 14. (5) The catalyst class is: 7. Product: [Br:1][C:2]1[CH:3]=[C:4]([CH:20]=[CH:21][CH:22]=1)[C:5]([NH:7][CH:8]([C:10]1[N:15]=[N:14][C:13]([NH:33][C:32]2[CH:34]=[C:28]([S:25]([CH2:23][CH3:24])(=[O:26])=[O:27])[CH:29]=[CH:30][C:31]=2[O:35][CH3:36])=[N:12][CH:11]=1)[CH3:9])=[O:6]. Reactant: [Br:1][C:2]1[CH:3]=[C:4]([CH:20]=[CH:21][CH:22]=1)[C:5]([NH:7][CH:8]([C:10]1[N:15]=[N:14][C:13](S(C)(=O)=O)=[N:12][CH:11]=1)[CH3:9])=[O:6].[CH2:23]([S:25]([C:28]1[CH:29]=[CH:30][C:31]([O:35][CH3:36])=[C:32]([CH:34]=1)[NH2:33])(=[O:27])=[O:26])[CH3:24].O.C1(C)C=CC(S(O)(=O)=O)=CC=1. (6) Reactant: [C:1]([O:5][C:6]([N:8]1[CH2:13][CH2:12][N:11]([CH2:14][CH2:15][OH:16])[CH2:10][CH2:9]1)=[O:7])([CH3:4])([CH3:3])[CH3:2].C1(P(C2C=CC=CC=2)C2C=CC=CC=2)C=CC=CC=1.CCOC(/N=N/C(OCC)=O)=O.[CH3:48][O:49][C:50](=[O:59])[C:51]1[CH:56]=[CH:55][C:54](O)=[C:53]([CH3:58])[CH:52]=1. Product: [C:1]([O:5][C:6]([N:8]1[CH2:9][CH2:10][N:11]([CH2:14][CH2:15][O:16][C:54]2[CH:55]=[CH:56][C:51]([C:50]([O:49][CH3:48])=[O:59])=[CH:52][C:53]=2[CH3:58])[CH2:12][CH2:13]1)=[O:7])([CH3:4])([CH3:3])[CH3:2]. The catalyst class is: 1. (7) Reactant: [F:1][C:2]1[CH:7]=[CH:6][C:5]([B:8]2[O:12][C:11]([CH3:14])([CH3:13])[C:10]([CH3:16])([CH3:15])[O:9]2)=[CH:4][C:3]=1[C@:17]1([CH2:28][F:29])[CH2:22][C@@H:21]([C:23]([F:26])([F:25])[F:24])[O:20][C:19]([NH2:27])=[N:18]1.C(N(CC)CC)C.[C:37](O[C:37](=[O:44])[C:38]1[CH:43]=[CH:42][CH:41]=[CH:40][CH:39]=1)(=[O:44])[C:38]1[CH:43]=[CH:42][CH:41]=[CH:40][CH:39]=1. Product: [F:1][C:2]1[CH:7]=[CH:6][C:5]([B:8]2[O:12][C:11]([CH3:14])([CH3:13])[C:10]([CH3:16])([CH3:15])[O:9]2)=[CH:4][C:3]=1[C@:17]1([CH2:28][F:29])[CH2:22][C@@H:21]([C:23]([F:26])([F:25])[F:24])[O:20][C:19]([NH:27][C:37](=[O:44])[C:38]2[CH:43]=[CH:42][CH:41]=[CH:40][CH:39]=2)=[N:18]1. The catalyst class is: 3.